From a dataset of Forward reaction prediction with 1.9M reactions from USPTO patents (1976-2016). Predict the product of the given reaction. (1) Given the reactants [F:1][C:2]1[CH:8]=[C:7]([F:9])[CH:6]=[CH:5][C:3]=1[NH2:4].C(N(CC)CC)C.Cl[S:18]([C:21]1[CH2:26][O:25][CH2:24][CH2:23][C:22]=1[C:27]([O:29][CH2:30][CH3:31])=[O:28])(=[O:20])=[O:19], predict the reaction product. The product is: [F:1][C:2]1[CH:8]=[C:7]([F:9])[CH:6]=[CH:5][C:3]=1[NH:4][S:18]([CH:21]1[C:22]([C:27]([O:29][CH2:30][CH3:31])=[O:28])=[CH:23][CH2:24][O:25][CH2:26]1)(=[O:19])=[O:20]. (2) The product is: [CH3:2][O:3][C:4]1[C:9]2[N:10]=[C:11]([C:13]3[NH:22][C:16]4[CH2:17][CH2:18][N:19]([C:43]([C:42]5[CH:46]=[CH:47][N:48]=[C:40]([CH3:39])[CH:41]=5)=[O:44])[CH2:20][CH2:21][C:15]=4[N:14]=3)[S:12][C:8]=2[C:7]([N:23]2[CH2:24][CH2:25][O:26][CH2:27][CH2:28]2)=[CH:6][CH:5]=1. Given the reactants Cl.[CH3:2][O:3][C:4]1[C:9]2[N:10]=[C:11]([C:13]3[NH:22][C:16]4[CH2:17][CH2:18][NH:19][CH2:20][CH2:21][C:15]=4[N:14]=3)[S:12][C:8]=2[C:7]([N:23]2[CH2:28][CH2:27][O:26][CH2:25][CH2:24]2)=[CH:6][CH:5]=1.C(N(C(C)C)C(C)C)C.Cl.[CH3:39][C:40]1[CH:41]=[C:42]([CH:46]=[CH:47][N:48]=1)[C:43](Cl)=[O:44], predict the reaction product. (3) Given the reactants C(N(C(OC(C)(C)C)=O)C1N=CN=C2C=1NC=N2)(OC(C)(C)C)=O.[CH:25]1[CH:26]=[CH:27][C:28]([CH2:31][C@H:32]([NH2:47])[C:33]([NH:35][C@H:36]([C:44]([NH2:46])=[O:45])[CH2:37][C:38]2[CH:39]=[CH:40][CH:41]=[CH:42][CH:43]=2)=[O:34])=[CH:29][CH:30]=1.[C:48]([N:55]([C:67]([O:69][C:70]([CH3:73])([CH3:72])[CH3:71])=[O:68])[C:56]1[CH:61]=[CH:60][N:59](CC(O)=O)[C:58](=[O:66])[N:57]=1)([O:50][C:51]([CH3:54])([CH3:53])[CH3:52])=[O:49], predict the reaction product. The product is: [C:67]([N:55]([C:48]([O:50][C:51]([CH3:54])([CH3:53])[CH3:52])=[O:49])[C:56]1[CH:61]=[CH:60][NH:59][C:58](=[O:66])[N:57]=1)([O:69][C:70]([CH3:73])([CH3:72])[CH3:71])=[O:68].[CH:25]1[CH:26]=[CH:27][C:28]([CH2:31][C@H:32]([NH2:47])[C:33]([NH:35][C@H:36]([C:44]([NH2:46])=[O:45])[CH2:37][C:38]2[CH:43]=[CH:42][CH:41]=[CH:40][CH:39]=2)=[O:34])=[CH:29][CH:30]=1. (4) Given the reactants [F:1][C:2]1([F:17])[O:6][C:5]2[CH:7]=[CH:8][C:9]([CH2:11][CH:12]3[CH2:16][CH2:15][NH:14][CH2:13]3)=[CH:10][C:4]=2[O:3]1.C(N(CC)CC)C.C1([O:31][C:32](=O)[NH:33][C:34]2[CH:35]=[N:36][CH:37]=[CH:38][CH:39]=2)C=CC=CC=1, predict the reaction product. The product is: [N:36]1[CH:37]=[CH:38][CH:39]=[C:34]([NH:33][C:32]([N:14]2[CH2:15][CH2:16][CH:12]([CH2:11][C:9]3[CH:8]=[CH:7][C:5]4[O:6][C:2]([F:1])([F:17])[O:3][C:4]=4[CH:10]=3)[CH2:13]2)=[O:31])[CH:35]=1.